This data is from Forward reaction prediction with 1.9M reactions from USPTO patents (1976-2016). The task is: Predict the product of the given reaction. (1) Given the reactants [CH3:1][C:2]1[O:6][N:5]=[C:4]([C:7]2[CH:12]=[CH:11][CH:10]=[CH:9][CH:8]=2)[C:3]=1[C:13]([NH:15][NH2:16])=[O:14].[N:17]1[C:26]2[C:21](=[CH:22][CH:23]=[CH:24][C:25]=2[C:27](O)=O)[CH:20]=[CH:19][CH:18]=1, predict the reaction product. The product is: [CH3:1][C:2]1[O:6][N:5]=[C:4]([C:7]2[CH:12]=[CH:11][CH:10]=[CH:9][CH:8]=2)[C:3]=1[C:13]1[O:14][C:27]([C:25]2[CH:24]=[CH:23][CH:22]=[C:21]3[C:26]=2[N:17]=[CH:18][CH:19]=[CH:20]3)=[N:16][N:15]=1. (2) Given the reactants [Cl:1][C:2]1[CH:3]=[N:4][C:5]([N:8]2[CH2:13][CH2:12][CH:11]([C@H:14]3[CH2:16][C@H:15]3[CH2:17][CH2:18][NH:19][C:20]3[CH:25]=[CH:24][C:23]([S:26]([CH3:29])(=[O:28])=[O:27])=[CH:22][CH:21]=3)[CH2:10][CH2:9]2)=[N:6][CH:7]=1.C=O.Cl[CH:33](Cl)C.C(O[BH-](OC(=O)C)OC(=O)C)(=O)C.[Na+], predict the reaction product. The product is: [Cl:1][C:2]1[CH:3]=[N:4][C:5]([N:8]2[CH2:13][CH2:12][CH:11]([C@H:14]3[CH2:16][C@H:15]3[CH2:17][CH2:18][N:19]([CH3:33])[C:20]3[CH:25]=[CH:24][C:23]([S:26]([CH3:29])(=[O:28])=[O:27])=[CH:22][CH:21]=3)[CH2:10][CH2:9]2)=[N:6][CH:7]=1. (3) Given the reactants [CH3:1][C:2]1([CH3:19])[CH2:18][N:6]2[C:7](=[O:17])[CH:8]=[C:9]([N:11]3[CH2:16][CH2:15][O:14][CH2:13][CH2:12]3)[N:10]=[C:5]2[NH:4][CH2:3]1.[H-].[Na+].CS(O[CH2:27][CH2:28][O:29][CH:30]([CH3:32])[CH3:31])(=O)=O, predict the reaction product. The product is: [CH:30]([O:29][CH2:28][CH2:27][N:4]1[C:5]2=[N:10][C:9]([N:11]3[CH2:16][CH2:15][O:14][CH2:13][CH2:12]3)=[CH:8][C:7](=[O:17])[N:6]2[CH2:18][C:2]([CH3:19])([CH3:1])[CH2:3]1)([CH3:32])[CH3:31]. (4) Given the reactants [CH3:1][O:2][C:3]1[CH:4]=[CH:5][C:6]([NH2:11])=[C:7]([NH:9][CH3:10])[CH:8]=1.CO[C:14]([CH2:16][O:17][C:18]1[CH:31]=[CH:30][C:21]([CH2:22][CH:23]2[S:27][C:26](=[O:28])[NH:25][C:24]2=[O:29])=[CH:20][CH:19]=1)=O.Cl, predict the reaction product. The product is: [CH3:1][O:2][C:3]1[CH:4]=[CH:5][C:6]2[N:11]=[C:14]([CH2:16][O:17][C:18]3[CH:19]=[CH:20][C:21]([CH2:22][CH:23]4[S:27][C:26](=[O:28])[NH:25][C:24]4=[O:29])=[CH:30][CH:31]=3)[N:9]([CH3:10])[C:7]=2[CH:8]=1.